Dataset: Catalyst prediction with 721,799 reactions and 888 catalyst types from USPTO. Task: Predict which catalyst facilitates the given reaction. Reactant: [Cl:1][C:2]1[CH:7]=[C:6]([N+:8]([O-])=O)[CH:5]=[C:4]([CH3:11])[N+:3]=1[O-].[NH4+].[Cl-]. Product: [Cl:1][C:2]1[CH:7]=[C:6]([NH2:8])[CH:5]=[C:4]([CH3:11])[N:3]=1. The catalyst class is: 314.